From a dataset of Catalyst prediction with 721,799 reactions and 888 catalyst types from USPTO. Predict which catalyst facilitates the given reaction. (1) Reactant: ClC1C=C(C=CC=1)C(OO)=[O:6].[CH2:12]([C:14]1[CH:19]=[C:18]([CH3:20])[CH:17]=[C:16]([CH2:21][CH3:22])[C:15]=1[CH:23]1[C:28](=[O:29])[CH2:27][CH:26]([CH2:30][CH:31]([S:33][CH2:34][CH3:35])[CH3:32])[CH2:25][C:24]1=[O:36])[CH3:13]. Product: [CH2:21]([C:16]1[CH:17]=[C:18]([CH3:20])[CH:19]=[C:14]([CH2:12][CH3:13])[C:15]=1[CH:23]1[C:24](=[O:36])[CH2:25][CH:26]([CH2:30][CH:31]([S:33]([CH2:34][CH3:35])=[O:6])[CH3:32])[CH2:27][C:28]1=[O:29])[CH3:22]. The catalyst class is: 4. (2) Reactant: Cl[C:2]1[CH:7]=[C:6]([O:8][CH2:9][C:10]2[CH:15]=[CH:14][CH:13]=[CH:12][N:11]=2)[N:5]=[C:4]2[CH2:16][CH2:17][CH2:18][CH2:19][CH2:20][C:3]=12.C([Sn](CCCC)(CCCC)[C:26]1[CH:31]=[N:30][CH:29]=[CH:28][N:27]=1)CCC.CN(C=O)C. Product: [N:27]1[CH:28]=[CH:29][N:30]=[CH:31][C:26]=1[C:2]1[CH:7]=[C:6]([O:8][CH2:9][C:10]2[CH:15]=[CH:14][CH:13]=[CH:12][N:11]=2)[N:5]=[C:4]2[CH2:16][CH2:17][CH2:18][CH2:19][CH2:20][C:3]=12. The catalyst class is: 535. (3) Reactant: [NH2:1][C:2]1[CH:3]=[C:4]([C:12]([O:14][CH3:15])=[O:13])[CH:5]=[C:6]([CH:11]=1)[C:7]([O:9][CH3:10])=[O:8].[CH2:16]([N:34]=[C:35]=[O:36])[CH2:17][CH2:18][CH2:19][CH2:20][CH2:21][CH2:22][CH2:23][CH2:24][CH2:25][CH2:26][CH2:27][CH2:28][CH2:29][CH2:30][CH2:31][CH2:32][CH3:33]. Product: [CH2:16]([NH:34][C:35](=[O:36])[NH:1][C:2]1[CH:11]=[C:6]([C:7]([O:9][CH3:10])=[O:8])[CH:5]=[C:4]([CH:3]=1)[C:12]([O:14][CH3:15])=[O:13])[CH2:17][CH2:18][CH2:19][CH2:20][CH2:21][CH2:22][CH2:23][CH2:24][CH2:25][CH2:26][CH2:27][CH2:28][CH2:29][CH2:30][CH2:31][CH2:32][CH3:33]. The catalyst class is: 9. (4) Reactant: [Br:1]N1C(=O)CCC1=O.[C:9]([C:11]1[C:15]([Si:16]([CH3:19])([CH3:18])[CH3:17])=[CH:14][S:13][C:12]=1[C:20](=[NH:24])[N:21]([CH3:23])[CH3:22])#[N:10]. Product: [Br:1][C:14]1[S:13][C:12]([C:20](=[NH:24])[N:21]([CH3:22])[CH3:23])=[C:11]([C:9]#[N:10])[C:15]=1[Si:16]([CH3:19])([CH3:17])[CH3:18]. The catalyst class is: 39. (5) Reactant: C([O:8][C:9]1[CH:26]=[CH:25][C:12]([CH2:13][C:14]([CH3:24])([CH2:20][CH2:21][CH2:22][CH3:23])[C:15]([O:17][CH2:18][CH3:19])=[O:16])=[CH:11][CH:10]=1)C1C=CC=CC=1. Product: [CH2:20]([C:14]([CH3:24])([CH2:13][C:12]1[CH:11]=[CH:10][C:9]([OH:8])=[CH:26][CH:25]=1)[C:15]([O:17][CH2:18][CH3:19])=[O:16])[CH2:21][CH2:22][CH3:23]. The catalyst class is: 45. (6) Reactant: [NH:1]1[CH2:6][CH2:5][CH2:4][C@@H:3]([C:7]([O:9][CH2:10][CH3:11])=[O:8])[CH2:2]1.[C:12](O[C:12]([O:14][C:15]([CH3:18])([CH3:17])[CH3:16])=[O:13])([O:14][C:15]([CH3:18])([CH3:17])[CH3:16])=[O:13]. Product: [N:1]1([C:12]([O:14][C:15]([CH3:18])([CH3:17])[CH3:16])=[O:13])[CH2:6][CH2:5][CH2:4][C@@H:3]([C:7]([O:9][CH2:10][CH3:11])=[O:8])[CH2:2]1. The catalyst class is: 27. (7) Reactant: CS(C)=O.C(Cl)(=O)C(Cl)=O.[Cl:11][C:12]1[CH:13]=[C:14]([CH3:30])[C:15]2[N:16]([C:18]([CH2:27][CH2:28][OH:29])=[C:19]([C:21]3[CH:26]=[CH:25][CH:24]=[CH:23][CH:22]=3)[N:20]=2)[CH:17]=1.C(Cl)(=O)C(Cl)=O.CS(C)=O.C(N(CC)C(C)C)(C)C. Product: [Cl:11][C:12]1[CH:13]=[C:14]([CH3:30])[C:15]2[N:16]([C:18]([CH2:27][CH:28]=[O:29])=[C:19]([C:21]3[CH:26]=[CH:25][CH:24]=[CH:23][CH:22]=3)[N:20]=2)[CH:17]=1. The catalyst class is: 34.